From a dataset of Forward reaction prediction with 1.9M reactions from USPTO patents (1976-2016). Predict the product of the given reaction. (1) Given the reactants C([O:3][C:4](=[O:25])[CH2:5][CH2:6][C:7]1[CH:8]=[N:9][C:10]([O:13][CH2:14][CH:15]2[CH2:24][CH2:23][CH2:22][C:17]3([CH2:21][CH2:20][CH2:19][CH2:18]3)[CH2:16]2)=[CH:11][CH:12]=1)C.O1CCCC1.[OH-].[Na+].[ClH:33], predict the reaction product. The product is: [ClH:33].[CH2:18]1[C:17]2([CH2:22][CH2:23][CH2:24][CH:15]([CH2:14][O:13][C:10]3[N:9]=[CH:8][C:7]([CH2:6][CH2:5][C:4]([OH:25])=[O:3])=[CH:12][CH:11]=3)[CH2:16]2)[CH2:21][CH2:20][CH2:19]1. (2) Given the reactants [Cl:1][C:2]1[CH:7]=[CH:6][CH:5]=[CH:4][C:3]=1[N:8]1[C:12](C(O)=O)=[CH:11][C:10]([C:16]([F:19])([F:18])[F:17])=[N:9]1.S(Cl)(Cl)=O.C(=O)([O-])[O-].[K+].[K+].[N-:30]=[N+]=[N-].[Na+].FC(F)(F)C(O)=O, predict the reaction product. The product is: [Cl:1][C:2]1[CH:7]=[CH:6][CH:5]=[CH:4][C:3]=1[N:8]1[C:12]([NH2:30])=[CH:11][C:10]([C:16]([F:19])([F:18])[F:17])=[N:9]1. (3) Given the reactants [OH:1][C:2]1[CH:9]=[CH:8][C:5]([CH:6]=[O:7])=[CH:4][CH:3]=1.C(Cl)Cl.N1C=CC=CC=1.Cl[C:20]([O:22][CH:23]([CH3:25])[CH3:24])=[O:21], predict the reaction product. The product is: [C:20](=[O:21])([O:22][CH:23]([CH3:25])[CH3:24])[O:1][C:2]1[CH:9]=[CH:8][C:5]([CH:6]=[O:7])=[CH:4][CH:3]=1. (4) Given the reactants [O:1]1[CH2:5][CH2:4][CH:3]([OH:6])[CH2:2]1.[CH3:7][S:8](Cl)(=[O:10])=[O:9].O, predict the reaction product. The product is: [CH3:7][S:8]([O:6][CH:3]1[CH2:4][CH2:5][O:1][CH2:2]1)(=[O:10])=[O:9]. (5) Given the reactants [F:1][C:2]1[C:3]([NH:16][C:17]2[CH:22]=[CH:21][C:20]([C:23]#[C:24][C:25]([OH:29])([CH3:28])[CH2:26][CH3:27])=[CH:19][C:18]=2[F:30])=[C:4]([CH:12]=[CH:13][C:14]=1[F:15])[C:5]([NH:7][O:8][CH2:9][CH2:10][OH:11])=[O:6], predict the reaction product. The product is: [F:1][C:2]1[C:3]([NH:16][C:17]2[CH:22]=[CH:21][C:20]([CH2:23][CH2:24][C:25]([OH:29])([CH3:28])[CH2:26][CH3:27])=[CH:19][C:18]=2[F:30])=[C:4]([CH:12]=[CH:13][C:14]=1[F:15])[C:5]([NH:7][O:8][CH2:9][CH2:10][OH:11])=[O:6]. (6) Given the reactants [F:1][C:2]1[CH:12]=[N:11][C:5]2[NH:6][CH2:7][C:8](=[O:10])[NH:9][C:4]=2[CH:3]=1.Cl[C:14]([O:17]C(=O)OC(Cl)(Cl)Cl)(Cl)Cl.Cl.[CH3:26][O:27][CH2:28][CH:29]([C:31]1[CH:36]=[CH:35][C:34]([O:37][C:38]([F:41])([F:40])[F:39])=[CH:33][CH:32]=1)[NH2:30], predict the reaction product. The product is: [F:1][C:2]1[CH:12]=[N:11][C:5]2[N:6]([C:14]([NH:30][CH:29]([C:31]3[CH:32]=[CH:33][C:34]([O:37][C:38]([F:39])([F:40])[F:41])=[CH:35][CH:36]=3)[CH2:28][O:27][CH3:26])=[O:17])[CH2:7][C:8](=[O:10])[NH:9][C:4]=2[CH:3]=1. (7) Given the reactants [C:1]([C:3]1[CH:26]=[CH:25][C:6]([C:7]([NH:9][C:10]2[NH:11][N:12]=[C:13]([CH2:15][CH2:16][C:17]3[CH:22]=[CH:21][CH:20]=[C:19]([O:23][CH3:24])[CH:18]=3)[CH:14]=2)=[O:8])=[CH:5][CH:4]=1)#[N:2].[OH-:27].[Na+], predict the reaction product. The product is: [CH3:24][O:23][C:19]1[CH:18]=[C:17]([CH2:16][CH2:15][C:13]2[CH:14]=[C:10]([NH:9][C:7]([C:6]3[CH:5]=[CH:4][C:3]([C:1]([NH2:2])=[O:27])=[CH:26][CH:25]=3)=[O:8])[NH:11][N:12]=2)[CH:22]=[CH:21][CH:20]=1.